Dataset: Reaction yield outcomes from USPTO patents with 853,638 reactions. Task: Predict the reaction yield, written as a fraction of the theoretical maximum amount of product (1.0 means a 100% yield; for example, 0.34 means a 34% yield). The reactants are C([O:3][C:4](=O)[CH2:5][C:6]1[CH:15]=[CH:14][C:13]2[C:8](=[CH:9][CH:10]=[C:11]([O:16][CH:17]3[CH2:22][CH2:21][CH:20]([C:23]([CH3:26])([CH3:25])[CH3:24])[CH2:19][CH2:18]3)[CH:12]=2)[CH:7]=1)C.[AlH4-].[Li+]. The catalyst is C1COCC1. The product is [C:23]([CH:20]1[CH2:21][CH2:22][CH:17]([O:16][C:11]2[CH:12]=[C:13]3[C:8](=[CH:9][CH:10]=2)[CH:7]=[C:6]([CH2:5][CH2:4][OH:3])[CH:15]=[CH:14]3)[CH2:18][CH2:19]1)([CH3:26])([CH3:24])[CH3:25]. The yield is 0.770.